The task is: Regression. Given a peptide amino acid sequence and an MHC pseudo amino acid sequence, predict their binding affinity value. This is MHC class I binding data.. This data is from Peptide-MHC class I binding affinity with 185,985 pairs from IEDB/IMGT. (1) The peptide sequence is HEGDIVPLF. The MHC is HLA-A68:02 with pseudo-sequence HLA-A68:02. The binding affinity (normalized) is 0.0847. (2) The peptide sequence is EILSNTTKT. The MHC is HLA-A68:02 with pseudo-sequence HLA-A68:02. The binding affinity (normalized) is 0.135. (3) The peptide sequence is YITDYSNDI. The MHC is HLA-A80:01 with pseudo-sequence HLA-A80:01. The binding affinity (normalized) is 0.0847.